This data is from Retrosynthesis with 50K atom-mapped reactions and 10 reaction types from USPTO. The task is: Predict the reactants needed to synthesize the given product. (1) Given the product Cc1ccc2c(N3CCC(NC(=O)OC(C)(C)C)CC3)nc(-c3ccccc3O)nc2c1, predict the reactants needed to synthesize it. The reactants are: CC(C)(C)OC(=O)NC1CCNCC1.Cc1ccc2c(Cl)nc(-c3ccccc3O)nc2c1. (2) Given the product COc1ccc([C@@]2(O)CCCC[C@@H]2OS(=O)(=O)c2ccc(C)cc2)cc1, predict the reactants needed to synthesize it. The reactants are: COc1ccc([C@@]2(O)CCCC[C@@H]2O)cc1.Cc1ccc(S(=O)(=O)Cl)cc1. (3) Given the product CC(=O)n1c(=O)n(-c2ccc(C(C)(C)C#N)cc2)c2c3cc(Cl)ccc3ncc21, predict the reactants needed to synthesize it. The reactants are: CC(=O)[O-].CC(C)(C#N)c1ccc(-n2c(=O)[nH]c3cnc4ccc(Cl)cc4c32)cc1. (4) Given the product c1cc2c(s1)CC1CCNCC21, predict the reactants needed to synthesize it. The reactants are: c1ccc(CN2CCC3Cc4sccc4C3C2)cc1. (5) The reactants are: C=C[C@@H]1C[C@]1(NC(=O)[C@@H]1C[C@@H](OC(=O)N2Cc3cccc(F)c3C2)CN1C(=O)OC(C)(C)C)C(=O)NS(=O)(=O)N(C)CCCCCCCCCCCC(=O)OC. Given the product C=C[C@@H]1C[C@]1(NC(=O)[C@@H]1C[C@@H](OC(=O)N2Cc3cccc(F)c3C2)CN1C(=O)OC(C)(C)C)C(=O)NS(=O)(=O)N(C)CCCCCCCCCCCC(=O)O, predict the reactants needed to synthesize it.